From a dataset of Full USPTO retrosynthesis dataset with 1.9M reactions from patents (1976-2016). Predict the reactants needed to synthesize the given product. (1) The reactants are: [Cl:1][C:2]1[CH:7]=[CH:6][C:5]([CH3:8])=[CH:4][C:3]=1[NH:9][C:10]1[C:15]([C:16]([N:18]2[CH2:23][CH2:22][CH:21]([C:24]3[CH:29]=[CH:28][C:27]([F:30])=[CH:26][CH:25]=3)[CH2:20][CH2:19]2)=[O:17])=[CH:14][N:13]([CH2:31][CH2:32][C:33]([O:35]C)=[O:34])[C:12](=[O:37])[CH:11]=1.[OH-].[Na+]. Given the product [Cl:1][C:2]1[CH:7]=[CH:6][C:5]([CH3:8])=[CH:4][C:3]=1[NH:9][C:10]1[C:15]([C:16]([N:18]2[CH2:23][CH2:22][CH:21]([C:24]3[CH:25]=[CH:26][C:27]([F:30])=[CH:28][CH:29]=3)[CH2:20][CH2:19]2)=[O:17])=[CH:14][N:13]([CH2:31][CH2:32][C:33]([OH:35])=[O:34])[C:12](=[O:37])[CH:11]=1, predict the reactants needed to synthesize it. (2) The reactants are: [C:1]([N:8]1[CH2:13][CH2:12][N:11]([C:14]2[CH:19]=[CH:18][CH:17]=[CH:16][C:15]=2[OH:20])[CH2:10][CH2:9]1)([O:3][C:4]([CH3:7])([CH3:6])[CH3:5])=[O:2].[CH3:21][N:22]1[CH:26]=[CH:25][N:24]=[C:23]1[CH2:27]O.C1(P(C2C=CC=CC=2)C2C=CC=CC=2)C=CC=CC=1.CCOC(/N=N/C(OCC)=O)=O. Given the product [C:1]([N:8]1[CH2:13][CH2:12][N:11]([C:14]2[CH:19]=[CH:18][CH:17]=[CH:16][C:15]=2[O:20][CH2:27][C:23]2[N:22]([CH3:21])[CH:26]=[CH:25][N:24]=2)[CH2:10][CH2:9]1)([O:3][C:4]([CH3:7])([CH3:6])[CH3:5])=[O:2], predict the reactants needed to synthesize it. (3) Given the product [C:1]([O:4][CH2:5][C@@H:6]1[C@@H:11]([O:12][C:13](=[O:15])[CH3:14])[C@H:10]([O:16][C:17](=[O:19])[CH3:18])[C@@H:9]([O:20][C:21](=[O:23])[CH3:22])[C@H:8]([N:24]2[C:32]3[C:27](=[C:28]([CH3:33])[CH:29]=[CH:30][CH:31]=3)[C:26]([CH2:34][C:35]3[CH:36]=[CH:37][C:38]([O:41][CH2:42][CH2:43][CH2:44][OH:45])=[CH:39][CH:40]=3)=[CH:25]2)[O:7]1)(=[O:3])[CH3:2], predict the reactants needed to synthesize it. The reactants are: [C:1]([O:4][CH2:5][C@@H:6]1[C@@H:11]([O:12][C:13](=[O:15])[CH3:14])[C@H:10]([O:16][C:17](=[O:19])[CH3:18])[C@@H:9]([O:20][C:21](=[O:23])[CH3:22])[C@H:8]([N:24]2[C:32]3[C:27](=[C:28]([CH3:33])[CH:29]=[CH:30][CH:31]=3)[C:26]([CH2:34][C:35]3[CH:40]=[CH:39][C:38]([O:41][CH2:42][CH2:43][CH2:44][O:45]CC4C=CC=CC=4)=[CH:37][CH:36]=3)=[CH:25]2)[O:7]1)(=[O:3])[CH3:2]. (4) Given the product [NH:1]1[C:9]2[C:4](=[CH:5][CH:6]=[CH:7][CH:8]=2)[C:3]([C:10]2[C:11](=[O:12])[NH:13][C:16](=[O:15])[C:17]=2[C:19]2[C:29]3=[C:30]4[C:25](=[CH:26][C:27]([O:31][CH3:32])=[CH:28]3)[CH2:24][CH2:23][CH2:22][N:21]4[CH:20]=2)=[CH:2]1, predict the reactants needed to synthesize it. The reactants are: [NH:1]1[C:9]2[C:4](=[CH:5][CH:6]=[CH:7][CH:8]=2)[C:3]([CH2:10][C:11]([NH2:13])=[O:12])=[CH:2]1.C[O:15][C:16](=O)[C:17]([C:19]1[C:29]2=[C:30]3[C:25](=[CH:26][C:27]([O:31][CH3:32])=[CH:28]2)[CH2:24][CH2:23][CH2:22][N:21]3[CH:20]=1)=O. (5) Given the product [CH3:1][N:2]([CH3:19])[C:3]1[NH:7][C:6]2[CH:8]=[C:9]([N+:16]([O-:18])=[O:17])[CH:10]=[C:11]([C:12]([OH:14])=[O:13])[C:5]=2[N:4]=1, predict the reactants needed to synthesize it. The reactants are: [CH3:1][N:2]([CH3:19])[C:3]1[NH:7][C:6]2[CH:8]=[C:9]([N+:16]([O-:18])=[O:17])[CH:10]=[C:11]([C:12]([O:14]C)=[O:13])[C:5]=2[N:4]=1.O.[OH-].[Li+]. (6) Given the product [F:36][C:32]1[CH:31]=[C:30]([C:28](=[O:29])[CH2:27][C:44]([C:43]2[CH:42]=[C:41]([S:38]([NH:61][C:53](=[NH:54])[C:52]([OH:51])([CH3:57])[CH3:56])(=[O:40])=[O:39])[CH:49]=[CH:48][CH:47]=2)=[O:45])[CH:35]=[CH:34][CH:33]=1, predict the reactants needed to synthesize it. The reactants are: C([Li])CCC.CCCCCC.C(NC(C)C)(C)C.[Li+].CC([N-]C(C)C)C.[CH3:27][C:28]([C:30]1[CH:35]=[CH:34][CH:33]=[C:32]([F:36])[CH:31]=1)=[O:29].Cl[S:38]([C:41]1[CH:42]=[C:43]([CH:47]=[CH:48][CH:49]=1)[C:44](Cl)=[O:45])(=[O:40])=[O:39].Cl.[OH:51][C:52]([CH3:57])([CH3:56])[C:53](=N)[NH2:54].[H-].[Na+].[Cl-].[NH4+:61].